This data is from Full USPTO retrosynthesis dataset with 1.9M reactions from patents (1976-2016). The task is: Predict the reactants needed to synthesize the given product. (1) Given the product [C:2]1([C:31]2[CH:36]=[CH:35][CH:34]=[CH:33][CH:32]=2)[CH:7]=[CH:6][CH:5]=[C:4]([CH2:8][CH2:9][C:10]([N:12]([CH:22]([CH3:24])[CH3:23])[NH:13][C:14](=[O:21])[C:15]2[CH:20]=[CH:19][CH:18]=[CH:17][CH:16]=2)=[O:11])[CH:3]=1, predict the reactants needed to synthesize it. The reactants are: Br[C:2]1[CH:3]=[C:4]([CH2:8][CH2:9][C:10]([N:12]([CH:22]([CH3:24])[CH3:23])[NH:13][C:14](=[O:21])[C:15]2[CH:20]=[CH:19][CH:18]=[CH:17][CH:16]=2)=[O:11])[CH:5]=[CH:6][CH:7]=1.C([O-])([O-])=O.[Na+].[Na+].[C:31]1(B(O)O)[CH:36]=[CH:35][CH:34]=[CH:33][CH:32]=1. (2) The reactants are: Cl[C:2]1[N:7]=[CH:6][N:5]=[C:4]([NH:8][C:9]2[CH:14]=[CH:13][CH:12]=[C:11]([CH2:15][S:16]([CH3:19])(=[O:18])=[O:17])[CH:10]=2)[N:3]=1.[F:20][C:21]1[CH:22]=[CH:23][C:24]([O:30][CH3:31])=[C:25](B(O)O)[CH:26]=1. Given the product [F:20][C:21]1[CH:26]=[CH:25][C:24]([O:30][CH3:31])=[C:23]([C:2]2[N:7]=[CH:6][N:5]=[C:4]([NH:8][C:9]3[CH:14]=[CH:13][CH:12]=[C:11]([CH2:15][S:16]([CH3:19])(=[O:18])=[O:17])[CH:10]=3)[N:3]=2)[CH:22]=1, predict the reactants needed to synthesize it. (3) Given the product [C:1]([O:5][C:6]([N:8]1[CH2:17][CH2:16][C:15]2[C:10](=[CH:11][CH:12]=[C:13]([OH:20])[C:14]=2[O:18][CH3:19])[CH2:9]1)=[O:7])([CH3:4])([CH3:3])[CH3:2], predict the reactants needed to synthesize it. The reactants are: [C:1]([O:5][C:6]([N:8]1[CH2:17][CH2:16][C:15]2[C:10](=[CH:11][CH:12]=[C:13]([O:20]CC3C=CC=CC=3)[C:14]=2[O:18][CH3:19])[CH2:9]1)=[O:7])([CH3:4])([CH3:3])[CH3:2]. (4) Given the product [N:28]([CH:12]1[CH:11]([CH3:20])[N:9]2[C:10]3[C:6]([C:7]([CH2:21][C:22]([O:24][CH2:25][CH2:26][CH3:27])=[O:23])=[C:8]2[CH2:14][CH2:13]1)=[CH:5][CH:4]=[CH:3][C:2]=3[F:1])=[N+:29]=[N-:30], predict the reactants needed to synthesize it. The reactants are: [F:1][C:2]1[CH:3]=[CH:4][CH:5]=[C:6]2[C:10]=1[N:9]1[CH:11]([CH3:20])[CH:12](OS(C)(=O)=O)[CH2:13][CH2:14][C:8]1=[C:7]2[CH2:21][C:22]([O:24][CH2:25][CH2:26][CH3:27])=[O:23].[N-:28]=[N+:29]=[N-:30].[Na+]. (5) The reactants are: [CH3:1][O:2][C:3]1[CH:4]=[C:5]([CH:8]=[CH:9][C:10]=1[N:11]1[CH:15]=[CH:14][CH:13]=[N:12]1)[CH:6]=O.[Br-].[O:17]1CCO[CH:18]1[CH2:22][P+](C1C=CC=CC=1)(C1C=CC=CC=1)C1C=CC=CC=1.COCCOCCN(CCOCCOC)CCOCCOC. Given the product [CH3:1][O:2][C:3]1[CH:4]=[C:5](/[CH:6]=[CH:22]/[CH:18]=[O:17])[CH:8]=[CH:9][C:10]=1[N:11]1[CH:15]=[CH:14][CH:13]=[N:12]1, predict the reactants needed to synthesize it.